From a dataset of Full USPTO retrosynthesis dataset with 1.9M reactions from patents (1976-2016). Predict the reactants needed to synthesize the given product. (1) Given the product [CH3:38][O:18][C:17](=[O:19])[CH2:16][C:12]1[CH:13]=[CH:14][CH:15]=[C:10]([O:9][CH2:8][CH2:7][CH2:6][N:5]([CH2:4][C:3]2[CH:29]=[CH:30][CH:31]=[C:32]([C:33]([F:34])([F:35])[F:36])[C:2]=2[Cl:1])[CH2:20][C@H:21]([C:23]2[CH:24]=[CH:25][CH:26]=[CH:27][CH:28]=2)[CH3:22])[CH:11]=1, predict the reactants needed to synthesize it. The reactants are: [Cl:1][C:2]1[C:32]([C:33]([F:36])([F:35])[F:34])=[CH:31][CH:30]=[CH:29][C:3]=1[CH2:4][N:5]([CH2:20][C@H:21]([C:23]1[CH:28]=[CH:27][CH:26]=[CH:25][CH:24]=1)[CH3:22])[CH2:6][CH2:7][CH2:8][O:9][C:10]1[CH:11]=[C:12]([CH2:16][C:17]([OH:19])=[O:18])[CH:13]=[CH:14][CH:15]=1.Cl.[CH3:38]O. (2) Given the product [CH2:17]1[CH2:16][O:15][C:12]2[CH:13]=[CH:14][C:9]([NH:8][C:6]3[C:5]([F:19])=[CH:4][N:3]=[C:2]([NH:20][C:21]4[CH:22]=[C:23]([C:28]([F:29])([F:30])[F:31])[CH:24]=[C:25]([CH3:27])[CH:26]=4)[N:7]=3)=[CH:10][C:11]=2[O:18]1, predict the reactants needed to synthesize it. The reactants are: Cl[C:2]1[N:7]=[C:6]([NH:8][C:9]2[CH:14]=[CH:13][C:12]3[O:15][CH2:16][CH2:17][O:18][C:11]=3[CH:10]=2)[C:5]([F:19])=[CH:4][N:3]=1.[NH2:20][C:21]1[CH:22]=[C:23]([C:28]([F:31])([F:30])[F:29])[CH:24]=[C:25]([CH3:27])[CH:26]=1.